Dataset: Full USPTO retrosynthesis dataset with 1.9M reactions from patents (1976-2016). Task: Predict the reactants needed to synthesize the given product. (1) Given the product [OH:16][C:17]1[C:18]([C:14]#[N:13])=[CH:19][C:20]2[C:25]3([CH2:24][O:23][C:21]=2[CH:22]=1)[C:33]1[C:28](=[CH:29][CH:30]=[CH:31][CH:32]=1)[N:27]([CH2:34][C@H:35]1[CH2:39][CH2:38][CH2:37][O:36]1)[C:26]3=[O:40], predict the reactants needed to synthesize it. The reactants are: S(=O)(=O)(O)O.N([O-])=O.[Na+].[PH2](O)=O.[NH2:13][C:14]1[C:18]2[CH:19]=[C:20]3[C:25]4([C:33]5[C:28](=[CH:29][CH:30]=[CH:31][CH:32]=5)[N:27]([CH2:34][C@H:35]5[CH2:39][CH2:38][CH2:37][O:36]5)[C:26]4=[O:40])[CH2:24][O:23][C:21]3=[CH:22][C:17]=2[O:16]N=1. (2) Given the product [CH:7]([OH:8])=[O:6].[Cl:44][C:45]1[C:46]([CH2:54][N:55]([CH:56]2[CH2:57][CH2:58]2)[C:36]([C:15]2[C@@H:14]3[NH:9][C@H:10]([CH2:17][C:16]=2[C:18]2[CH:23]=[CH:22][C:21]([O:24][CH2:25][CH2:26][O:27][C:28]4[CH:33]=[C:32]([F:34])[CH:31]=[CH:30][C:29]=4[Cl:35])=[CH:20][CH:19]=2)[CH2:11][N:12]([C:39](=[O:41])[CH3:40])[CH2:13]3)=[O:37])=[CH:47][C:48]2[O:52][CH2:51][O:50][C:49]=2[CH:53]=1, predict the reactants needed to synthesize it. The reactants are: ClC(Cl)(Cl)C([O:6][C:7]([N:9]1[CH:14]2[C:15]([C:36](O)=[O:37])=[C:16]([C:18]3[CH:23]=[CH:22][C:21]([O:24][CH2:25][CH2:26][O:27][C:28]4[CH:33]=[C:32]([F:34])[CH:31]=[CH:30][C:29]=4[Cl:35])=[CH:20][CH:19]=3)[CH2:17][CH:10]1[CH2:11][N:12]([C:39](=[O:41])[CH3:40])[CH2:13]2)=[O:8])(C)C.[Cl:44][C:45]1[C:46]([CH2:54][NH:55][CH:56]2[CH2:58][CH2:57]2)=[CH:47][C:48]2[O:52][CH2:51][O:50][C:49]=2[CH:53]=1.